From a dataset of Full USPTO retrosynthesis dataset with 1.9M reactions from patents (1976-2016). Predict the reactants needed to synthesize the given product. (1) Given the product [CH:1]([N:4]1[CH2:9][CH2:8][N:7]([C:11]2[CH:16]=[CH:15][C:14]([N+:17]([O-:19])=[O:18])=[CH:13][N:12]=2)[CH2:6][CH2:5]1)([CH3:3])[CH3:2], predict the reactants needed to synthesize it. The reactants are: [CH:1]([N:4]1[CH2:9][CH2:8][NH:7][CH2:6][CH2:5]1)([CH3:3])[CH3:2].Cl[C:11]1[CH:16]=[CH:15][C:14]([N+:17]([O-:19])=[O:18])=[CH:13][N:12]=1. (2) Given the product [CH3:1][C:2]1[C:11]2[C:6](=[CH:7][C:8]([C:12]3[O:13][C:14]4[CH:26]=[CH:25][CH:24]=[CH:23][C:15]=4[C:16]=3[C:17](=[O:22])[CH2:18][CH2:19][CH2:20][CH3:21])=[CH:9][CH:10]=2)[CH:5]=[CH:4][C:3]=1[O:27][CH:28]([CH2:34][C:35]1[CH:40]=[CH:39][CH:38]=[CH:37][CH:36]=1)[C:29]([OH:31])=[O:30], predict the reactants needed to synthesize it. The reactants are: [CH3:1][C:2]1[C:11]2[C:6](=[CH:7][C:8]([C:12]3[O:13][C:14]4[CH:26]=[CH:25][CH:24]=[CH:23][C:15]=4[C:16]=3[C:17](=[O:22])[CH2:18][CH2:19][CH2:20][CH3:21])=[CH:9][CH:10]=2)[CH:5]=[CH:4][C:3]=1[O:27][CH:28]([CH2:34][C:35]1[CH:40]=[CH:39][CH:38]=[CH:37][CH:36]=1)[C:29]([O:31]CC)=[O:30].[OH-].[K+]. (3) Given the product [NH2:9][C@@H:8]([CH2:7][C:1]1[CH:6]=[CH:5][CH:4]=[CH:3][CH:2]=1)[C@@H:43]([C@H:33]1[CH2:32][C@H:31]([F:30])[CH2:35][N:34]1[C:36]([O:38][C:39]([CH3:42])([CH3:41])[CH3:40])=[O:37])[OH:44].[F:30][C@@H:31]1[CH2:35][N:34]([C:36]([O:38][C:39]([CH3:40])([CH3:41])[CH3:42])=[O:37])[C@@H:33]([C@@H:43]([OH:44])[C@@H:8]([N+:9]([O-:11])=[O:10])[CH2:7][C:1]2[CH:6]=[CH:5][CH:4]=[CH:3][CH:2]=2)[CH2:32]1, predict the reactants needed to synthesize it. The reactants are: [C:1]1([CH2:7][CH2:8][N+:9]([O-:11])=[O:10])[CH:6]=[CH:5][CH:4]=[CH:3][CH:2]=1.[F-].C([N+](CCCC)(CCCC)CCCC)CCC.[F:30][C@@H:31]1[CH2:35][N:34]([C:36]([O:38][C:39]([CH3:42])([CH3:41])[CH3:40])=[O:37])[C@@H:33]([CH:43]=[O:44])[CH2:32]1.